Dataset: Peptide-MHC class II binding affinity with 134,281 pairs from IEDB. Task: Regression. Given a peptide amino acid sequence and an MHC pseudo amino acid sequence, predict their binding affinity value. This is MHC class II binding data. (1) The peptide sequence is ILELAQSETCSPGGQ. The MHC is DRB1_0405 with pseudo-sequence DRB1_0405. The binding affinity (normalized) is 0.0905. (2) The peptide sequence is TVAAAPQVKYAVFEA. The MHC is HLA-DQA10501-DQB10201 with pseudo-sequence HLA-DQA10501-DQB10201. The binding affinity (normalized) is 0.225. (3) The binding affinity (normalized) is 0.189. The peptide sequence is AAATAGTTVQGAFAA. The MHC is HLA-DPA10103-DPB10401 with pseudo-sequence HLA-DPA10103-DPB10401. (4) The MHC is HLA-DQA10101-DQB10501 with pseudo-sequence HLA-DQA10101-DQB10501. The binding affinity (normalized) is 0.362. The peptide sequence is AFALVLLFCALASSC. (5) The peptide sequence is DTFRKLFRVYDNFLR. The MHC is DRB1_1101 with pseudo-sequence DRB1_1101. The binding affinity (normalized) is 0.867. (6) The peptide sequence is FAEYKSDYVYEPFPK. The MHC is DRB5_0101 with pseudo-sequence DRB5_0101. The binding affinity (normalized) is 0.241. (7) The peptide sequence is HLKRYYGRILHYLKA. The MHC is DRB1_1501 with pseudo-sequence DRB1_1501. The binding affinity (normalized) is 1.00.